This data is from Experimentally validated miRNA-target interactions with 360,000+ pairs, plus equal number of negative samples. The task is: Binary Classification. Given a miRNA mature sequence and a target amino acid sequence, predict their likelihood of interaction. (1) The miRNA is cel-miR-58a-3p with sequence UGAGAUCGUUCAGUACGGCAAU. The protein sequence of the target gene is MAVFPNSCLAGCLLIFILLQLPKLDSAPFDVIGPQEPILAVVGEDAELPCRLSPNVSAKGMELRWFREKVSPAVFVSREGQEQEGEEMAEYRGRVSLVEDHIAEGSVAVRIQEVKASDDGEYRCFFRQDENYEEAIVHLKVAALGSDPHISMKVQESGEIQLECTSVGWYPEPQVQWRTHRGEEFPSMSESRNPDEEGLFTVRASVIIRDSSMKNVSCCIRNLLLGQEKEVEVSIPASFFPRLTPWMVAVAVILVVLGLLTIGSIFFTWRLYKERSRQRRNEFSSKEKLLEELKWKRATL.... Result: 0 (no interaction). (2) The miRNA is hsa-miR-1304-3p with sequence UCUCACUGUAGCCUCGAACCCC. The protein sequence of the target gene is MGSQGSVSFTDVTVDFTQEEWEQLDPSQRILYMDVMLENYSNLLSVEVWKADGQVERDPRDLQRQVGSLTTIKNQPPTEERGSRFGKTLTLNTDFVSLRQVPYKYDLYEKTLKYNSDLLSSRNCVRKKGDGCGGFGEPLLYLKQEKPHAGLEYSEYNGNGRALSHKDAIFKHRKIKSLVQPFVCNYCDKTFSFKSLLVSHKRIHTGEKPYECDVCQKTFSHKANLIKHQRIHTGEKPFECPECGKAFTHQSNLIVHQRAHMEKKPYGCSECGKTFAQKFELTTHQRIHTGERPYECNECA.... Result: 0 (no interaction).